From a dataset of NCI-60 drug combinations with 297,098 pairs across 59 cell lines. Regression. Given two drug SMILES strings and cell line genomic features, predict the synergy score measuring deviation from expected non-interaction effect. (1) Drug 1: CC1=C(C=C(C=C1)NC(=O)C2=CC=C(C=C2)CN3CCN(CC3)C)NC4=NC=CC(=N4)C5=CN=CC=C5. Drug 2: CCCCCOC(=O)NC1=NC(=O)N(C=C1F)C2C(C(C(O2)C)O)O. Cell line: NCI/ADR-RES. Synergy scores: CSS=-5.53, Synergy_ZIP=4.67, Synergy_Bliss=4.40, Synergy_Loewe=-5.74, Synergy_HSA=-5.50. (2) Drug 1: C1=CC=C(C(=C1)C(C2=CC=C(C=C2)Cl)C(Cl)Cl)Cl. Drug 2: C#CCC(CC1=CN=C2C(=N1)C(=NC(=N2)N)N)C3=CC=C(C=C3)C(=O)NC(CCC(=O)O)C(=O)O. Cell line: T-47D. Synergy scores: CSS=-4.71, Synergy_ZIP=-1.24, Synergy_Bliss=-6.89, Synergy_Loewe=-9.61, Synergy_HSA=-8.73.